Dataset: Catalyst prediction with 721,799 reactions and 888 catalyst types from USPTO. Task: Predict which catalyst facilitates the given reaction. (1) Reactant: [NH2:1][C:2]([CH2:4][CH2:5][C:6]([O-:8])=O)=[O:3].[NH2:9][OH:10]. Product: [OH:10][NH:9][C:6](=[O:8])[CH2:5][CH2:4][C:2]([NH2:1])=[O:3]. The catalyst class is: 12. (2) Reactant: [CH2:1]([N:8]([CH3:29])[C:9](=[O:28])[CH2:10][O:11][C:12]1[CH:17]=[CH:16][C:15]([CH2:18][C@H:19]([O:25][CH2:26][CH3:27])[C:20]([O:22]CC)=[O:21])=[CH:14][CH:13]=1)[C:2]1[CH:7]=[CH:6][CH:5]=[CH:4][CH:3]=1.[Li+].[OH-]. Product: [CH2:1]([N:8]([CH3:29])[C:9](=[O:28])[CH2:10][O:11][C:12]1[CH:17]=[CH:16][C:15]([CH2:18][C@H:19]([O:25][CH2:26][CH3:27])[C:20]([OH:22])=[O:21])=[CH:14][CH:13]=1)[C:2]1[CH:7]=[CH:6][CH:5]=[CH:4][CH:3]=1. The catalyst class is: 1. (3) Reactant: [N+:1]([C:4]1[CH:5]=[C:6]2[C:11](=[CH:12][CH:13]=1)[NH:10][CH2:9][CH2:8][CH2:7]2)([O-:3])=[O:2].Br[C:15]1[CH:20]=[CH:19][CH:18]=[CH:17][CH:16]=1.C(=O)([O-])[O-].[Cs+].[Cs+]. Product: [N+:1]([C:4]1[CH:5]=[C:6]2[C:11](=[CH:12][CH:13]=1)[N:10]([C:15]1[CH:20]=[CH:19][CH:18]=[CH:17][CH:16]=1)[CH2:9][CH2:8][CH2:7]2)([O-:3])=[O:2]. The catalyst class is: 187. (4) Reactant: [CH:1]([CH:4]1[S:9][CH2:8][CH2:7][CH2:6][S:5]1)([CH3:3])[CH3:2].C([Li])CCC.[CH:15](=[O:19])[CH2:16][CH2:17][CH3:18]. Product: [CH:1]([C:4]1([CH:15]([OH:19])[CH2:16][CH2:17][CH3:18])[S:9][CH2:8][CH2:7][CH2:6][S:5]1)([CH3:3])[CH3:2]. The catalyst class is: 7.